From a dataset of Forward reaction prediction with 1.9M reactions from USPTO patents (1976-2016). Predict the product of the given reaction. (1) Given the reactants [CH3:1][C:2]1[NH:6][N:5]=[N:4][N:3]=1.[OH-].[Na+].Cl[C:10]([C:23]1[CH:28]=[CH:27][CH:26]=[CH:25][CH:24]=1)([C:17]1[CH:22]=[CH:21][CH:20]=[CH:19][CH:18]=1)[C:11]1[CH:16]=[CH:15][CH:14]=[CH:13][CH:12]=1, predict the reaction product. The product is: [CH3:1][C:2]1[N:3]=[N:4][N:5]([C:10]([C:11]2[CH:16]=[CH:15][CH:14]=[CH:13][CH:12]=2)([C:23]2[CH:24]=[CH:25][CH:26]=[CH:27][CH:28]=2)[C:17]2[CH:18]=[CH:19][CH:20]=[CH:21][CH:22]=2)[N:6]=1. (2) Given the reactants [CH2:1]([Li])CCC.O=[CH:7][C:8]1[CH:16]=[CH:15][CH:14]=[C:11]([O:12][CH3:13])[C:9]=1[OH:10], predict the reaction product. The product is: [CH3:13][O:12][C:11]1[CH:14]=[CH:15][CH:16]=[C:8]([CH:7]=[CH2:1])[C:9]=1[OH:10]. (3) Given the reactants [CH2:1]([N:8]([CH2:19][C:20]1[CH:25]=[CH:24][CH:23]=[CH:22][CH:21]=1)[C@@H:9]([CH2:12][C:13]1[CH:18]=[CH:17][CH:16]=[CH:15][CH:14]=1)[CH2:10][OH:11])[C:2]1[CH:7]=[CH:6][CH:5]=[CH:4][CH:3]=1.C(N(CC)CC)C.O, predict the reaction product. The product is: [CH2:19]([N:8]([CH2:1][C:2]1[CH:3]=[CH:4][CH:5]=[CH:6][CH:7]=1)[C@@H:9]([CH2:12][C:13]1[CH:14]=[CH:15][CH:16]=[CH:17][CH:18]=1)[CH:10]=[O:11])[C:20]1[CH:21]=[CH:22][CH:23]=[CH:24][CH:25]=1.